Dataset: Forward reaction prediction with 1.9M reactions from USPTO patents (1976-2016). Task: Predict the product of the given reaction. (1) Given the reactants O=P(Cl)(Cl)[Cl:3].O[C:7]1[CH:12]=[C:11]([CH3:13])[NH:10][C:9](=[O:14])[C:8]=1[C:15]#[N:16].[NH4+].[OH-], predict the reaction product. The product is: [Cl:3][C:7]1[CH:12]=[C:11]([CH3:13])[NH:10][C:9](=[O:14])[C:8]=1[C:15]#[N:16]. (2) Given the reactants [CH3:1][C:2]12[CH2:12][CH:6]3[CH2:7][C:8]([CH3:11])([CH2:10][C:4](Br)([CH2:5]3)[CH2:3]1)[CH2:9]2.[C:14]([O-:17])(=[O:16])[CH3:15].[K+], predict the reaction product. The product is: [C:14]([O:17][C:4]12[CH2:3][C:2]3([CH3:1])[CH2:12][CH:6]([CH2:7][C:8]([CH3:11])([CH2:9]3)[CH2:10]1)[CH2:5]2)(=[O:16])[CH3:15].